Dataset: Forward reaction prediction with 1.9M reactions from USPTO patents (1976-2016). Task: Predict the product of the given reaction. (1) Given the reactants [C:1]1([C:7]2[NH:8][C:9]3[CH:10]=[CH:11][CH:12]=[C:13]4[C:19](=[O:20])[NH:18][CH2:17][CH2:16][C:15]=2[C:14]=34)C=C[CH:4]=[CH:3][CH:2]=1.[S:21]1C=CC=C1B(O)O, predict the reaction product. The product is: [S:21]1[CH:4]=[CH:3][CH:2]=[C:1]1[C:7]1[NH:8][C:9]2[CH:10]=[CH:11][CH:12]=[C:13]3[C:19](=[O:20])[NH:18][CH2:17][CH2:16][C:15]=1[C:14]=23. (2) Given the reactants [C:1]1([CH2:11][C:12]([NH:14][C@H:15]([C:19]([NH:21][CH:22]([CH:31]([OH:34])[CH2:32][F:33])[CH2:23][C:24]([O:26]C(C)(C)C)=[O:25])=[O:20])[CH:16]([CH3:18])[CH3:17])=[O:13])[C:10]2[C:5](=[CH:6][CH:7]=[CH:8][CH:9]=2)[CH:4]=[CH:3][CH:2]=1.C[N+]1([O-])CCOCC1, predict the reaction product. The product is: [C:1]1([CH2:11][C:12]([NH:14][C@H:15]([C:19]([NH:21][CH:22]([C:31](=[O:34])[CH2:32][F:33])[CH2:23][C:24]([OH:26])=[O:25])=[O:20])[CH:16]([CH3:18])[CH3:17])=[O:13])[C:10]2[C:5](=[CH:6][CH:7]=[CH:8][CH:9]=2)[CH:4]=[CH:3][CH:2]=1. (3) Given the reactants C(N1C2=NC(CC)=C(C[N:20]([CH2:29][C:30]3[CH:31]=[C:32]([C:37]4[CH:42]=[CH:41][CH:40]=[C:39]([CH2:43][N:44]5[CH2:49][CH2:48][NH:47][C@@H:46]([CH3:50])[CH2:45]5)[CH:38]=4)[C:33]([F:36])=[CH:34][CH:35]=3)[C:21]([C:23]3([C:26]([NH2:28])=[O:27])[CH2:25][CH2:24]3)=[O:22])C(NC3CCOCC3)=C2C=N1)C.BrC1C=C(CN([CH2:71][C:72]2[C:73]([NH:85][CH:86]3[CH2:91][CH2:90][O:89][CH2:88][CH2:87]3)=[C:74]3[CH:82]=[N:81][N:80]([CH2:83][CH3:84])[C:75]3=[N:76][C:77]=2[CH2:78][CH3:79])C(C2(C(N)=O)CC2)=O)C=CC=1F.C[C@H]1CN(CC2C=CC=C(B3OC(C)(C)C(C)(C)O3)C=2)CCN1[C:115]([O:117][C:118]([CH3:121])([CH3:120])[CH3:119])=[O:116].C([O-])([O-])=O.[Na+].[Na+], predict the reaction product. The product is: [CH2:83]([N:80]1[C:75]2=[N:76][C:77]([CH2:78][CH3:79])=[C:72]([CH2:71][NH:28][C:26]([C:23]3([C:21]([NH:20][CH2:29][C:30]4[CH:35]=[CH:34][C:33]([F:36])=[C:32]([C:37]5[CH:42]=[CH:41][CH:40]=[C:39]([CH2:43][N:44]6[CH2:49][CH2:48][N:47]([C:115]([O:117][C:118]([CH3:121])([CH3:120])[CH3:119])=[O:116])[C@@H:46]([CH3:50])[CH2:45]6)[CH:38]=5)[CH:31]=4)=[O:22])[CH2:24][CH2:25]3)=[O:27])[C:73]([NH:85][CH:86]3[CH2:87][CH2:88][O:89][CH2:90][CH2:91]3)=[C:74]2[CH:82]=[N:81]1)[CH3:84]. (4) Given the reactants C(OC([NH:11][C@H:12]1[CH2:16][CH2:15][N:14]([C@H:17]2[CH2:22][CH2:21][C@@H:20]([NH:23][C:24]([CH3:27])([CH3:26])[CH3:25])[CH2:19][C@H:18]2[NH:28][C:29](=[O:37])[O:30][CH2:31][CH2:32][Si:33]([CH3:36])([CH3:35])[CH3:34])[C:13]1=[O:38])=O)C1C=CC=CC=1.[H][H], predict the reaction product. The product is: [NH2:11][C@H:12]1[CH2:16][CH2:15][N:14]([C@H:17]2[CH2:22][CH2:21][C@@H:20]([NH:23][C:24]([CH3:26])([CH3:27])[CH3:25])[CH2:19][C@H:18]2[NH:28][C:29](=[O:37])[O:30][CH2:31][CH2:32][Si:33]([CH3:34])([CH3:36])[CH3:35])[C:13]1=[O:38]. (5) Given the reactants [CH3:1][C:2]1[CH:3]=[CH:4][C:5]([C:12]2[CH:13]=NN(C)C=2)=[C:6]([CH:11]=1)[C:7]([O:9][CH3:10])=[O:8].[NH:18]1[C:22](B(O)O)=CC=[N:19]1, predict the reaction product. The product is: [CH3:1][C:2]1[CH:3]=[CH:4][C:5]([C:12]2[NH:19][N:18]=[CH:22][CH:13]=2)=[C:6]([CH:11]=1)[C:7]([O:9][CH3:10])=[O:8]. (6) Given the reactants C([N:5]1[C:9]2=[N:10][CH:11]=[N:12][C:13]([NH2:14])=[C:8]2[C:7]([C:15]2[CH:20]=[CH:19][C:18]([N+:21]([O-:23])=[O:22])=[CH:17][CH:16]=2)=[N:6]1)(C)(C)C, predict the reaction product. The product is: [N+:21]([C:18]1[CH:17]=[CH:16][C:15]([C:7]2[C:8]3[C:9](=[N:10][CH:11]=[N:12][C:13]=3[NH2:14])[NH:5][N:6]=2)=[CH:20][CH:19]=1)([O-:23])=[O:22]. (7) Given the reactants FC(F)(F)C(O)=O.[CH3:8][N:9]1[CH2:13][CH2:12][C@@:11]([NH:34]C(=O)OC(C)(C)C)([CH2:14][C:15]#[C:16][C:17]2[CH:22]=[C:21]([C:23]3[CH:28]=[CH:27][CH:26]=[C:25]([O:29][C:30]([F:33])([F:32])[F:31])[CH:24]=3)[CH:20]=[CH:19][N:18]=2)[C:10]1=[O:42].C([O-])([O-])=O.[K+].[K+], predict the reaction product. The product is: [NH2:34][C@@:11]1([CH2:14][C:15]#[C:16][C:17]2[CH:22]=[C:21]([C:23]3[CH:28]=[CH:27][CH:26]=[C:25]([O:29][C:30]([F:33])([F:32])[F:31])[CH:24]=3)[CH:20]=[CH:19][N:18]=2)[CH2:12][CH2:13][N:9]([CH3:8])[C:10]1=[O:42].